The task is: Predict the product of the given reaction.. This data is from Forward reaction prediction with 1.9M reactions from USPTO patents (1976-2016). (1) Given the reactants [Cl:1][C:2]1[CH:3]=[CH:4][C:5]([F:19])=[C:6]([CH:18]=1)[C:7]([NH:9][C:10]1[CH:15]=[CH:14][N:13]=[C:12]([O:16]C)[CH:11]=1)=[O:8].[Si](I)(C)(C)C, predict the reaction product. The product is: [Cl:1][C:2]1[CH:3]=[CH:4][C:5]([F:19])=[C:6]([CH:18]=1)[C:7]([NH:9][C:10]1[CH:15]=[CH:14][NH:13][C:12](=[O:16])[CH:11]=1)=[O:8]. (2) The product is: [CH2:9]([O:8][C:6]1[CH:5]=[CH:4][C:3]([O:11][C:12]([F:15])([F:14])[F:13])=[C:2]([B:25]([OH:26])[OH:24])[CH:7]=1)[CH3:10]. Given the reactants Br[C:2]1[CH:7]=[C:6]([O:8][CH2:9][CH3:10])[CH:5]=[CH:4][C:3]=1[O:11][C:12]([F:15])([F:14])[F:13].C([Li])CCC.C([O:24][B:25](OC(C)C)[O:26]C(C)C)(C)C, predict the reaction product. (3) Given the reactants [F:1][C:2]([F:14])([F:13])[C:3]1[CH:8]=[CH:7][C:6]([S:9](Cl)(=[O:11])=[O:10])=[CH:5][CH:4]=1.[NH2:15][C:16]1[N:20]([CH3:21])[N:19]=[C:18]([O:22][CH3:23])[C:17]=1[C:24]1[CH:32]=[CH:31][C:27]2[O:28][CH2:29][O:30][C:26]=2[CH:25]=1, predict the reaction product. The product is: [O:28]1[C:27]2[CH:31]=[CH:32][C:24]([C:17]3[C:18]([O:22][CH3:23])=[N:19][N:20]([CH3:21])[C:16]=3[NH:15][S:9]([C:6]3[CH:7]=[CH:8][C:3]([C:2]([F:14])([F:13])[F:1])=[CH:4][CH:5]=3)(=[O:11])=[O:10])=[CH:25][C:26]=2[O:30][CH2:29]1. (4) Given the reactants [CH2:1]([O:8][N:9]([C@H:22]1[CH2:27][N:26]([C:28]([O:30][C:31]([CH3:34])([CH3:33])[CH3:32])=[O:29])[C@H:25]([C:35]([OH:37])=O)[CH:24]=[C:23]1[CH2:38][CH2:39][N+:40]([O-:42])=[O:41])[S:10]([C:13]1[CH:18]=[CH:17][CH:16]=[CH:15][C:14]=1[N+:19]([O-:21])=[O:20])(=[O:12])=[O:11])[C:2]1[CH:7]=[CH:6][CH:5]=[CH:4][CH:3]=1.C(O[N:47]([C@H]1CN(C(OC(C)(C)C)=O)[C@H](C(=O)N)C=C1C)S(C1C=CC=CC=1[N+]([O-])=O)(=O)=O)C=C, predict the reaction product. The product is: [CH2:1]([O:8][N:9]([C@H:22]1[CH2:27][N:26]([C:28]([O:30][C:31]([CH3:32])([CH3:34])[CH3:33])=[O:29])[C@H:25]([C:35](=[O:37])[NH2:47])[CH:24]=[C:23]1[CH2:38][CH2:39][N+:40]([O-:42])=[O:41])[S:10]([C:13]1[CH:18]=[CH:17][CH:16]=[CH:15][C:14]=1[N+:19]([O-:21])=[O:20])(=[O:12])=[O:11])[C:2]1[CH:7]=[CH:6][CH:5]=[CH:4][CH:3]=1. (5) The product is: [Br:1][C:2]1[CH:3]=[CH:4][C:5]([C:8]2[C:9]3[C:25](=[O:27])[C:15]([C:23]#[N:24])=[CH:14][NH:13][C:10]=3[S:11][CH:12]=2)=[CH:6][CH:7]=1. Given the reactants [Br:1][C:2]1[CH:7]=[CH:6][C:5]([C:8]2[C:9]([C:25]([O:27]CC)=O)=[C:10]([NH:13]/[CH:14]=[C:15](/[C:23]#[N:24])\C(OC(C)(C)C)=O)[S:11][CH:12]=2)=[CH:4][CH:3]=1.C(#N)C.C(O)(C(F)(F)F)=O, predict the reaction product. (6) Given the reactants O.[OH-].[Li+].CO.ClCC([O:10][CH2:11][C:12]1[CH:17]=[CH:16][CH:15]=[C:14]([Cl:18])[C:13]=1[NH:19][C:20](=[O:23])[CH2:21][Cl:22])=O.[NH4+].[Cl-], predict the reaction product. The product is: [Cl:22][CH2:21][C:20]([NH:19][C:13]1[C:12]([CH2:11][OH:10])=[CH:17][CH:16]=[CH:15][C:14]=1[Cl:18])=[O:23].